From a dataset of Forward reaction prediction with 1.9M reactions from USPTO patents (1976-2016). Predict the product of the given reaction. (1) Given the reactants [CH3:1][O:2][C:3]([NH:5][C@H:6]([C:11]([N:13]1[C@@H:17]([CH3:18])[CH2:16][CH2:15][C@H:14]1[C:19]1[NH:20][C:21]([C:24]2[CH:29]=[C:28]3[CH2:30][O:31][C:32]4[CH:59]=[C:58]5[C:35]([CH:36]=[CH:37][C:38]6[N:42]=[C:41]([C@@H:43]7[CH2:47][C@H:46]([CH2:48][O:49][CH3:50])[CH2:45][N:44]7[C:51](OC(C)(C)C)=[O:52])[NH:40][C:39]=65)=[CH:34][C:33]=4[C:27]3=[CH:26][CH:25]=2)=[CH:22][N:23]=1)=[O:12])[C@H:7]([CH2:9][CH3:10])[CH3:8])=[O:4].Cl.[CH3:61][O:62][C:63]([NH:65][C@H:66]([C:70]1[CH:75]=[CH:74][CH:73]=[CH:72][CH:71]=1)C(O)=O)=[O:64].CCN(C(C)C)C(C)C.CCOC(C(C#N)=NOC(N1CCOCC1)=[N+](C)C)=O.F[P-](F)(F)(F)(F)F, predict the reaction product. The product is: [CH3:61][O:62][C:63](=[O:64])[NH:65][C@H:66]([C:70]1[CH:75]=[CH:74][CH:73]=[CH:72][CH:71]=1)[C:51]([N:44]1[CH2:45][C@@H:46]([CH2:48][O:49][CH3:50])[CH2:47][C@H:43]1[C:41]1[NH:40][C:39]2[C:58]3[C:35]([CH:36]=[CH:37][C:38]=2[N:42]=1)=[CH:34][C:33]1[C:27]2[C:28]([CH2:30][O:31][C:32]=1[CH:59]=3)=[CH:29][C:24]([C:21]1[NH:20][C:19]([C@@H:14]3[CH2:15][CH2:16][C@H:17]([CH3:18])[N:13]3[C:11](=[O:12])[C@@H:6]([NH:5][C:3]([O:2][CH3:1])=[O:4])[C@@H:7]([CH3:8])[CH2:9][CH3:10])=[N:23][CH:22]=1)=[CH:25][CH:26]=2)=[O:52]. (2) Given the reactants Cl[C:2]1[CH:3]=[C:4]2[N:11]([CH3:12])[C@@H:10]([CH3:13])[CH2:9][N:5]2[C:6](=[O:8])[N:7]=1.[F:14][C:15]1[C:20]([F:21])=[CH:19][CH:18]=[CH:17][C:16]=1[CH2:22][OH:23], predict the reaction product. The product is: [F:14][C:15]1[C:20]([F:21])=[CH:19][CH:18]=[CH:17][C:16]=1[CH2:22][O:23][C:2]1[CH:3]=[C:4]2[N:11]([CH3:12])[C@@H:10]([CH3:13])[CH2:9][N:5]2[C:6](=[O:8])[N:7]=1. (3) Given the reactants [Br:1][C:2]1[C:3](F)=[C:4]2[C:10]([NH:11][C:12]([C:14]3[CH:19]=[CH:18][C:17](=[O:20])[N:16]([CH3:21])[CH:15]=3)=[O:13])=[CH:9][NH:8][C:5]2=[N:6][CH:7]=1.[NH:23]1[CH2:28][CH2:27][CH2:26][C@@H:25]([NH:29]C(=O)OC(C)(C)C)[CH2:24]1.C(O)(C(F)(F)F)=O.C(Cl)[Cl:45], predict the reaction product. The product is: [ClH:45].[NH2:29][C@@H:25]1[CH2:26][CH2:27][CH2:28][N:23]([C:3]2[C:2]([Br:1])=[CH:7][N:6]=[C:5]3[NH:8][CH:9]=[C:10]([NH:11][C:12]([C:14]4[CH:19]=[CH:18][C:17](=[O:20])[N:16]([CH3:21])[CH:15]=4)=[O:13])[C:4]=23)[CH2:24]1.